This data is from Forward reaction prediction with 1.9M reactions from USPTO patents (1976-2016). The task is: Predict the product of the given reaction. (1) Given the reactants Cl.Cl.Cl.[O:4]1[C:12]2[CH:11]=[CH:10][N:9]=[C:8]([N:13]3[CH2:18][CH2:17][N:16]([CH2:19][CH2:20][C@H:21]4[CH2:26][CH2:25][C@H:24]([NH2:27])[CH2:23][CH2:22]4)[CH2:15][CH2:14]3)[C:7]=2[CH2:6][CH2:5]1.[N:28]1([C:33]2[CH:41]=[CH:40][C:36]([C:37](O)=[O:38])=[CH:35][CH:34]=2)[CH:32]=[CH:31][CH:30]=[N:29]1, predict the reaction product. The product is: [O:4]1[C:12]2[CH:11]=[CH:10][N:9]=[C:8]([N:13]3[CH2:18][CH2:17][N:16]([CH2:19][CH2:20][C@H:21]4[CH2:26][CH2:25][C@H:24]([NH:27][C:37](=[O:38])[C:36]5[CH:35]=[CH:34][C:33]([N:28]6[CH:32]=[CH:31][CH:30]=[N:29]6)=[CH:41][CH:40]=5)[CH2:23][CH2:22]4)[CH2:15][CH2:14]3)[C:7]=2[CH2:6][CH2:5]1. (2) Given the reactants [Br:1][C:2]1[CH:3]=[C:4]([CH:7]=[C:8]([Cl:10])[CH:9]=1)[CH2:5][OH:6].O[C:12]1[CH:17]=[CH:16][CH:15]=[CH:14][C:13]=1[CH2:18][C:19]([O:21][CH3:22])=[O:20].C1C=CC(P(C2C=CC=CC=2)C2C=CC=CC=2)=CC=1.CC(OC(/N=N/C(OC(C)C)=O)=O)C, predict the reaction product. The product is: [Br:1][C:2]1[CH:3]=[C:4]([CH:7]=[C:8]([Cl:10])[CH:9]=1)[CH2:5][O:6][C:12]1[CH:17]=[CH:16][CH:15]=[CH:14][C:13]=1[CH2:18][C:19]([O:21][CH3:22])=[O:20].